This data is from Peptide-MHC class II binding affinity with 134,281 pairs from IEDB. The task is: Regression. Given a peptide amino acid sequence and an MHC pseudo amino acid sequence, predict their binding affinity value. This is MHC class II binding data. (1) The peptide sequence is AFKVAATAENAAPAN. The MHC is DRB1_0802 with pseudo-sequence DRB1_0802. The binding affinity (normalized) is 0.713. (2) The peptide sequence is VELQIVDKIDAAFKI. The MHC is DRB3_0101 with pseudo-sequence DRB3_0101. The binding affinity (normalized) is 0.785. (3) The peptide sequence is NTARLMAGAGPAPML. The MHC is HLA-DQA10102-DQB10602 with pseudo-sequence HLA-DQA10102-DQB10602. The binding affinity (normalized) is 0.560. (4) The peptide sequence is SEQGEFKLLSEEKVP. The MHC is DRB1_1301 with pseudo-sequence DRB1_1301. The binding affinity (normalized) is 0. (5) The peptide sequence is SQDLELSWNLHGLQAY. The binding affinity (normalized) is 0.245. The MHC is DRB1_0802 with pseudo-sequence DRB1_0802. (6) The peptide sequence is NEKDYKRYYGTVRLK. The MHC is DRB1_0101 with pseudo-sequence DRB1_0101. The binding affinity (normalized) is 0.669.